This data is from hERG Central: cardiac toxicity at 1µM, 10µM, and general inhibition. The task is: Predict hERG channel inhibition at various concentrations. The compound is O=C1c2ccccc2C(=O)N1CCSc1nnc(-c2ccco2)n1Cc1ccccc1. Results: hERG_inhib (hERG inhibition (general)): blocker.